From a dataset of Full USPTO retrosynthesis dataset with 1.9M reactions from patents (1976-2016). Predict the reactants needed to synthesize the given product. (1) The reactants are: [N:1]1[CH:6]=[C:5]([C:7]([O-:9])=[O:8])[CH:4]=[CH:3][C:2]=1[C:10]([O:12]C)=O.[NH:14]1[CH2:19][CH2:18][O:17][CH2:16][CH2:15]1. Given the product [N:14]1([C:10]([C:2]2[CH:3]=[CH:4][C:5]([C:7]([O:9][C:5]([CH3:7])([CH3:6])[CH3:4])=[O:8])=[CH:6][N:1]=2)=[O:12])[CH2:19][CH2:18][O:17][CH2:16][CH2:15]1, predict the reactants needed to synthesize it. (2) Given the product [Cl:1][C:2]1[CH:7]=[C:6]([CH2:8][CH2:9][OH:10])[CH:5]=[C:4]([Cl:11])[C:3]=1[O:12][C:23]1[N:22]=[N:21][C:20]([Cl:19])=[C:25]([CH:26]([CH3:28])[CH3:27])[CH:24]=1, predict the reactants needed to synthesize it. The reactants are: [Cl:1][C:2]1[CH:7]=[C:6]([CH2:8][CH2:9][OH:10])[CH:5]=[C:4]([Cl:11])[C:3]=1[OH:12].CC(C)([O-])C.[K+].[Cl:19][C:20]1[N:21]=[N:22][C:23](Cl)=[CH:24][C:25]=1[CH:26]([CH3:28])[CH3:27]. (3) Given the product [Br:3][C:4]1[CH:5]=[C:6]([C:10]2([CH3:11])[O:22][CH2:21][CH2:20][O:12]2)[CH:7]=[CH:8][CH:9]=1, predict the reactants needed to synthesize it. The reactants are: N#N.[Br:3][C:4]1[CH:5]=[C:6]([C:10](=[O:12])[CH3:11])[CH:7]=[CH:8][CH:9]=1.COC(OC)OC.[CH2:20](O)[CH2:21][OH:22]. (4) Given the product [CH2:8]([N:10]1[C:4]([CH2:3][O:2][CH3:1])=[N:6][NH:7][C:11]1=[O:12])[CH3:9], predict the reactants needed to synthesize it. The reactants are: [CH3:1][O:2][CH2:3][C:4]([NH:6][NH2:7])=O.[CH2:8]([N:10]=[C:11]=[O:12])[CH3:9]. (5) Given the product [Cl:21][C:22]1[CH:27]=[C:26]([N:28]2[C:5]([C:7]3[C:12](=[O:13])[CH:11]=[CH:10][N:9]([C:14]4[CH:19]=[CH:18][CH:17]=[CH:16][CH:15]=4)[N:8]=3)=[CH:4][CH:3]=[N:2]2)[CH:25]=[CH:24][N:23]=1, predict the reactants needed to synthesize it. The reactants are: C[N:2](C)/[CH:3]=[CH:4]/[C:5]([C:7]1[C:12](=[O:13])[CH:11]=[CH:10][N:9]([C:14]2[CH:19]=[CH:18][CH:17]=[CH:16][CH:15]=2)[N:8]=1)=O.[Cl:21][C:22]1[CH:27]=[C:26]([NH:28]N)[CH:25]=[CH:24][N:23]=1.